Task: Predict the reactants needed to synthesize the given product.. Dataset: Full USPTO retrosynthesis dataset with 1.9M reactions from patents (1976-2016) Given the product [Cl:1][C:2]1[C:7]([C:8]2[CH:9]=[CH:10][CH:11]=[CH:12][CH:13]=2)=[N:6][N:5]=[C:4]2[N:14]([CH2:23][C:24]([NH:27][CH2:28][CH2:29][N:30]3[CH2:35][CH2:34][O:33][CH2:32][CH2:31]3)=[O:26])[N:15]=[C:16]([C:17]3[CH:22]=[CH:21][CH:20]=[CH:19][CH:18]=3)[C:3]=12, predict the reactants needed to synthesize it. The reactants are: [Cl:1][C:2]1[C:7]([C:8]2[CH:13]=[CH:12][CH:11]=[CH:10][CH:9]=2)=[N:6][N:5]=[C:4]2[N:14]([CH2:23][C:24]([OH:26])=O)[N:15]=[C:16]([C:17]3[CH:22]=[CH:21][CH:20]=[CH:19][CH:18]=3)[C:3]=12.[NH2:27][CH2:28][CH2:29][N:30]1[CH2:35][CH2:34][O:33][CH2:32][CH2:31]1.Cl.CN(C)CCCN=C=NCC.